This data is from Catalyst prediction with 721,799 reactions and 888 catalyst types from USPTO. The task is: Predict which catalyst facilitates the given reaction. Reactant: [Cl:1][C:2]1[CH:7]=[CH:6][C:5](B(O)O)=[CH:4][C:3]=1[C:11]([NH:13][CH2:14][C:15]12[CH2:24][CH:19]3[CH2:20][CH:21]([CH2:23][CH:17]([CH2:18]3)[CH2:16]1)[CH2:22]2)=[O:12].I[C:26]1[CH:27]=[N:28][CH:29]=[CH:30][C:31]=1[C:32]([O:34][CH3:35])=[O:33].C(=O)([O-])[O-].[K+].[K+].O1CCCC1. Product: [Cl:1][C:2]1[CH:7]=[CH:6][C:5]([C:26]2[CH:27]=[N:28][CH:29]=[CH:30][C:31]=2[C:32]([O:34][CH3:35])=[O:33])=[CH:4][C:3]=1[C:11]([NH:13][CH2:14][C:15]12[CH2:24][CH:19]3[CH2:20][CH:21]([CH2:23][CH:17]([CH2:18]3)[CH2:16]1)[CH2:22]2)=[O:12]. The catalyst class is: 189.